Task: Predict the product of the given reaction.. Dataset: Forward reaction prediction with 1.9M reactions from USPTO patents (1976-2016) (1) Given the reactants [C:1]1([CH:7]2[N:12]([C:13]([N:15]3[CH2:24][CH2:23][C:22]4[CH:21]=[N:20][C:19]([NH:25][CH:26]5[CH2:31][CH2:30][O:29][CH2:28][CH2:27]5)=[N:18][C:17]=4[CH2:16]3)=[O:14])[CH2:11][CH2:10][N:9](C(OC(C)(C)C)=O)[CH2:8]2)[CH:6]=[CH:5][CH:4]=[CH:3][CH:2]=1, predict the reaction product. The product is: [C:1]1([CH:7]2[CH2:8][NH:9][CH2:10][CH2:11][N:12]2[C:13]([N:15]2[CH2:24][CH2:23][C:22]3[CH:21]=[N:20][C:19]([NH:25][CH:26]4[CH2:31][CH2:30][O:29][CH2:28][CH2:27]4)=[N:18][C:17]=3[CH2:16]2)=[O:14])[CH:6]=[CH:5][CH:4]=[CH:3][CH:2]=1. (2) Given the reactants Br[C:2]1[CH:7]=[CH:6][C:5]([C:8]([CH3:14])([CH3:13])[CH2:9][CH2:10][CH2:11][CH3:12])=[CH:4][C:3]=1[F:15].BrC1C=CC(C(C)(C)CCCC)=CC=1.C([Li])CCC.CCCCCC.CN(C)[CH:43]=[O:44], predict the reaction product. The product is: [F:15][C:3]1[CH:4]=[C:5]([C:8]([CH3:14])([CH3:13])[CH2:9][CH2:10][CH2:11][CH3:12])[CH:6]=[CH:7][C:2]=1[CH:43]=[O:44]. (3) Given the reactants [CH3:1][N:2]1[CH:6]=[C:5]([NH:7][C:8]([C:10]2[CH:15]=[CH:14][CH:13]=[C:12]([C:16]3[CH:17]=[N:18][N:19]([CH2:21][CH:22]=C)[CH:20]=3)[N:11]=2)=[O:9])[C:4]([C:24](=[O:31])[NH:25][CH2:26][CH2:27][CH2:28][CH:29]=C)=[N:3]1.C(NC(C1C(NC(C2C=CC=C(C3C=NN(CCC=C)C=3)N=2)=O)=CN(C)N=1)=O)CC=C, predict the reaction product. The product is: [CH3:1][N:2]1[CH:6]=[C:5]2[C:4]([C:24](=[O:31])[NH:25][CH2:26][CH2:27][CH:28]=[CH:29][CH2:22][CH2:21][N:19]3[CH:20]=[C:16]([C:12]4[N:11]=[C:10]([C:8](=[O:9])[NH:7]2)[CH:15]=[CH:14][CH:13]=4)[CH:17]=[N:18]3)=[N:3]1. (4) Given the reactants [CH3:1][O:2][C:3]1[C:8]([CH2:9][N:10]2[CH2:15][CH2:14][CH:13](/[CH:16]=[CH:17]/[C:18]3[CH:23]=[CH:22][CH:21]=[CH:20][N:19]=3)[CH2:12][CH2:11]2)=[CH:7][CH:6]=[CH:5][N:4]=1.[H][H], predict the reaction product. The product is: [CH3:1][O:2][C:3]1[C:8]([CH2:9][N:10]2[CH2:15][CH2:14][CH:13]([CH2:16][CH2:17][C:18]3[CH:23]=[CH:22][CH:21]=[CH:20][N:19]=3)[CH2:12][CH2:11]2)=[CH:7][CH:6]=[CH:5][N:4]=1. (5) Given the reactants I.[CH3:2][NH:3][C:4](=[NH:7])[S:5][CH3:6].Br[C:9](=[CH:12][O:13]C(C)C)[CH:10]=[O:11].CC#N.C([O-])([O-])=O.[K+].[K+], predict the reaction product. The product is: [CH3:2][N:3]1[C:9]([CH:10]=[O:11])=[CH:12][N:7]=[C:4]1[S:5][CH3:6].[CH3:2][N:3]1[CH:10]=[C:9]([CH:12]=[O:13])[N:7]=[C:4]1[S:5][CH3:6]. (6) Given the reactants [CH2:1]([O:3][C:4](=[O:19])[C:5]1[CH:10]=[C:9]([C:11]([F:14])([F:13])[F:12])[C:8]([CH:15]=[O:16])=[C:7]([Cl:17])[C:6]=1N)[CH3:2].C(OC(=O)C1C=CC(C=O)=C(C(F)(F)F)C=1)C, predict the reaction product. The product is: [CH2:1]([O:3][C:4](=[O:19])[C:5]1[CH:10]=[C:9]([C:11]([F:12])([F:14])[F:13])[C:8]([CH:15]=[O:16])=[C:7]([Cl:17])[CH:6]=1)[CH3:2]. (7) Given the reactants [Cl:1][C:2]1[C:11]([C:12]([F:15])([F:14])[F:13])=[CH:10][C:5]2[NH:6][C:7](=O)[NH:8][C:4]=2[CH:3]=1.O=P(Cl)(Cl)[Cl:18], predict the reaction product. The product is: [Cl:18][C:7]1[NH:8][C:4]2[CH:3]=[C:2]([Cl:1])[C:11]([C:12]([F:15])([F:14])[F:13])=[CH:10][C:5]=2[N:6]=1.